Task: Predict the reaction yield, written as a fraction of the theoretical maximum amount of product (1.0 means a 100% yield; for example, 0.34 means a 34% yield).. Dataset: Reaction yield outcomes from USPTO patents with 853,638 reactions (1) The reactants are Br[C:2]1[CH:3]=[CH:4][C:5]([N+:8]([O-:10])=[O:9])=[N:6][CH:7]=1.CC1(C)C2C(=C(P(C3C=CC=CC=3)C3C=CC=CC=3)C=CC=2)OC2C(P(C3C=CC=CC=3)C3C=CC=CC=3)=CC=CC1=2.Cl.[CH3:54][C:55]1([OH:59])[CH2:58][NH:57][CH2:56]1.C([O-])([O-])=O.[Cs+].[Cs+]. The catalyst is O1CCOCC1.C1C=CC(/C=C/C(/C=C/C2C=CC=CC=2)=O)=CC=1.C1C=CC(/C=C/C(/C=C/C2C=CC=CC=2)=O)=CC=1.C1C=CC(/C=C/C(/C=C/C2C=CC=CC=2)=O)=CC=1.[Pd].[Pd]. The product is [CH3:54][C:55]1([OH:59])[CH2:58][N:57]([C:2]2[CH:7]=[N:6][C:5]([N+:8]([O-:10])=[O:9])=[CH:4][CH:3]=2)[CH2:56]1. The yield is 0.710. (2) The reactants are [OH:1][C:2]1[CH:3]=[CH:4][C:5]2[C:9]([CH2:10][CH2:11][C:12]([O:14][CH2:15][CH3:16])=[O:13])=[CH:8][S:7][C:6]=2[CH:17]=1.CN1CCOCC1.[CH3:25][NH:26][C:27]1[N:32]=[C:31]([CH2:33][CH2:34]O)[CH:30]=[CH:29][CH:28]=1.C1(P(C2C=CC=CC=2)C2C=CC=CC=2)C=CC=CC=1.N(C(OC(C)C)=O)=NC(OC(C)C)=O. The catalyst is C1COCC1. The product is [CH3:25][NH:26][C:27]1[N:32]=[C:31]([CH2:33][CH2:34][O:1][C:2]2[CH:3]=[CH:4][C:5]3[C:9]([CH2:10][CH2:11][C:12]([O:14][CH2:15][CH3:16])=[O:13])=[CH:8][S:7][C:6]=3[CH:17]=2)[CH:30]=[CH:29][CH:28]=1. The yield is 0.190. (3) The reactants are [C:1]([C:5]1[CH:9]=[C:8]([OH:10])[NH:7][N:6]=1)([CH3:4])([CH3:3])[CH3:2].Br[CH2:12][C:13]1[CH:22]=[CH:21][C:16]([C:17]([O:19][CH3:20])=[O:18])=[CH:15][CH:14]=1.[C:23](=[O:26])([O-])[O-].[K+].[K+].CN(C)[CH:31]=[O:32]. The catalyst is O. The product is [C:1]([C:5]1[CH:9]=[C:8]([O:10][CH2:12][C:13]2[CH:22]=[CH:21][C:16]([C:17]([O:19][CH3:20])=[O:18])=[CH:15][CH:14]=2)[N:7]([CH2:12][C:13]2[CH:22]=[CH:21][C:16]([C:23]([O:32][CH3:31])=[O:26])=[CH:15][CH:14]=2)[N:6]=1)([CH3:4])([CH3:3])[CH3:2]. The yield is 0.440. (4) The reactants are Cl.[F:2][C:3]1[CH:4]=[C:5]2[C:10](=[C:11]([N:13]3[CH2:18][CH2:17][N:16]([CH3:19])[CH2:15][CH2:14]3)[CH:12]=1)[N:9]=[C:8]([C:20]([OH:22])=O)[CH:7]=[C:6]2[O:23][CH3:24].[O:25]1[CH2:30][CH2:29][N:28]([C:31]2[CH:37]=[CH:36][C:34]([NH2:35])=[CH:33][CH:32]=2)[CH2:27][CH2:26]1.CN(C(ON1N=NC2C=CC=CC1=2)=[N+](C)C)C.[B-](F)(F)(F)F.C1C=CC2N(O)N=NC=2C=1. The catalyst is CN(C=O)C. The product is [N:28]1([C:31]2[CH:32]=[CH:33][C:34]([NH:35][C:20]([C:8]3[CH:7]=[C:6]([O:23][CH3:24])[C:5]4[C:10](=[C:11]([N:13]5[CH2:18][CH2:17][N:16]([CH3:19])[CH2:15][CH2:14]5)[CH:12]=[C:3]([F:2])[CH:4]=4)[N:9]=3)=[O:22])=[CH:36][CH:37]=2)[CH2:27][CH2:26][O:25][CH2:30][CH2:29]1. The yield is 0.930. (5) The reactants are Cl[C:2]1[CH:3]=[N:4][C:5]2[C:6]3[N:20]([CH:21]4[CH2:26][CH2:25][CH2:24][CH2:23][O:22]4)[N:19]=[CH:18][C:7]=3[C:8](=[O:17])[N:9]([CH2:12][C:13]([F:16])([F:15])[F:14])[C:10]=2[CH:11]=1.[Cl:27][C:28]1[C:33](B(O)O)=[CH:32][CH:31]=[CH:30][N:29]=1.C(=O)([O-])[O-].[K+].[K+]. The catalyst is CC(P(C(C)(C)C)C(C)(C)C)(C)C.CC(P(C(C)(C)C)C(C)(C)C)(C)C.[Pd].CN(C=O)C. The product is [Cl:27][C:28]1[C:33]([C:2]2[CH:3]=[N:4][C:5]3[C:6]4[N:20]([CH:21]5[CH2:26][CH2:25][CH2:24][CH2:23][O:22]5)[N:19]=[CH:18][C:7]=4[C:8](=[O:17])[N:9]([CH2:12][C:13]([F:16])([F:14])[F:15])[C:10]=3[CH:11]=2)=[CH:32][CH:31]=[CH:30][N:29]=1. The yield is 0.280. (6) The reactants are [OH:1][C:2]1[CH:11]=[C:10]2[C:5]([C:6](=[O:23])[C:7]([CH3:22])=[C:8]([CH:12]3[CH2:17][CH2:16][N:15]([C:18](=[O:21])[CH2:19][CH3:20])[CH2:14][CH2:13]3)[O:9]2)=[CH:4][CH:3]=1.[CH2:24](Br)[CH:25]=[CH2:26].C(=O)([O-])[O-].[K+].[K+].O. The catalyst is CC(C)=O. The product is [CH2:26]([O:1][C:2]1[CH:11]=[C:10]2[C:5]([C:6](=[O:23])[C:7]([CH3:22])=[C:8]([CH:12]3[CH2:17][CH2:16][N:15]([C:18](=[O:21])[CH2:19][CH3:20])[CH2:14][CH2:13]3)[O:9]2)=[CH:4][CH:3]=1)[CH:25]=[CH2:24]. The yield is 0.840. (7) The reactants are [C:1]([C:5]1[CH:10]=[CH:9][C:8]([S:11]([N:14]([C:18]2[C:19]([C:25]([C:27]3[CH:28]=[N:29][C:30]([C:33]#[N:34])=[CH:31][CH:32]=3)=[O:26])=[N:20][CH:21]=[C:22]([Cl:24])[CH:23]=2)COC)(=[O:13])=[O:12])=[CH:7][CH:6]=1)([CH3:4])([CH3:3])[CH3:2]. The catalyst is Cl.O1CCOCC1. The product is [C:1]([C:5]1[CH:10]=[CH:9][C:8]([S:11]([NH:14][C:18]2[C:19]([C:25]([C:27]3[CH:28]=[N:29][C:30]([C:33]#[N:34])=[CH:31][CH:32]=3)=[O:26])=[N:20][CH:21]=[C:22]([Cl:24])[CH:23]=2)(=[O:13])=[O:12])=[CH:7][CH:6]=1)([CH3:4])([CH3:2])[CH3:3]. The yield is 0.400. (8) The reactants are Cl[CH2:2][CH2:3][CH2:4][N:5]1[CH2:10][CH2:9][N:8]([CH3:11])[CH2:7][CH2:6]1.[CH2:12]([O:14][C:15](=[O:27])[C:16]([C:18]1[C:26]2[C:21](=[CH:22][CH:23]=[CH:24][CH:25]=2)[NH:20][CH:19]=1)=[O:17])[CH3:13].C([O-])([O-])=O.[K+].[K+]. No catalyst specified. The product is [CH2:12]([O:14][C:15](=[O:27])[C:16]([C:18]1[C:26]2[C:21](=[CH:22][CH:23]=[CH:24][CH:25]=2)[N:20]([CH2:2][CH2:3][CH2:4][N:5]2[CH2:10][CH2:9][N:8]([CH3:11])[CH2:7][CH2:6]2)[CH:19]=1)=[O:17])[CH3:13]. The yield is 0.420.